This data is from Forward reaction prediction with 1.9M reactions from USPTO patents (1976-2016). The task is: Predict the product of the given reaction. Given the reactants [C:1]1([NH:7]N)[CH:6]=[CH:5][CH:4]=[CH:3][CH:2]=1.[S:9]1[CH2:13][CH2:12][C:11](=O)[CH2:10]1.O, predict the reaction product. The product is: [S:9]1[C:10]2[C:2]3[CH:3]=[CH:4][CH:5]=[CH:6][C:1]=3[NH:7][C:11]=2[CH2:12][CH2:13]1.